Dataset: Forward reaction prediction with 1.9M reactions from USPTO patents (1976-2016). Task: Predict the product of the given reaction. (1) Given the reactants [Cl:1][C:2]1[C:7]([N+:8]([O-])=O)=[CH:6][C:5]([F:11])=[CH:4][N:3]=1.[CH:12]([Mg]Br)=[CH2:13], predict the reaction product. The product is: [F:11][C:5]1[CH:4]=[N:3][C:2]([Cl:1])=[C:7]2[C:6]=1[CH:12]=[CH:13][NH:8]2. (2) Given the reactants [CH2:1]([N:3]1[C:7]2=[N:8][C:9]([CH2:47][CH3:48])=[C:10]([CH2:19][NH:20][C:21]([C:23]3[CH:28]=[CH:27][CH:26]=[C:25]([C:29]([NH:31][CH2:32][C:33]4[CH:34]=[C:35]([C:39]5[CH:44]=[CH:43][CH:42]=[C:41]([CH:45]=O)[CH:40]=5)[CH:36]=[CH:37][CH:38]=4)=[O:30])[N:24]=3)=[O:22])[C:11]([NH:12][CH:13]3[CH2:18][CH2:17][O:16][CH2:15][CH2:14]3)=[C:6]2[CH:5]=[N:4]1)[CH3:2].[N:49]1(C(OC(C)(C)C)=O)[CH2:54][CH2:53][NH:52][CH2:51][CH2:50]1.C(O)(=O)C.C(O[BH-](OC(=O)C)OC(=O)C)(=O)C, predict the reaction product. The product is: [CH2:1]([N:3]1[C:7]2=[N:8][C:9]([CH2:47][CH3:48])=[C:10]([CH2:19][NH:20][C:21]([C:23]3[CH:28]=[CH:27][CH:26]=[C:25]([C:29]([NH:31][CH2:32][C:33]4[CH:34]=[C:35]([C:39]5[CH:44]=[CH:43][CH:42]=[C:41]([CH2:45][N:49]6[CH2:54][CH2:53][NH:52][CH2:51][CH2:50]6)[CH:40]=5)[CH:36]=[CH:37][CH:38]=4)=[O:30])[N:24]=3)=[O:22])[C:11]([NH:12][CH:13]3[CH2:18][CH2:17][O:16][CH2:15][CH2:14]3)=[C:6]2[CH:5]=[N:4]1)[CH3:2]. (3) Given the reactants [CH:1]([C:3]1[CH:4]=[C:5]2[C:9](=[CH:10][C:11]=1[NH:12][C:13](=[O:15])[CH3:14])[N:8]([C:16]([C:29]1[CH:34]=[CH:33][CH:32]=[CH:31][CH:30]=1)([C:23]1[CH:28]=[CH:27][CH:26]=[CH:25][CH:24]=1)[C:17]1[CH:22]=[CH:21][CH:20]=[CH:19][CH:18]=1)[N:7]=[C:6]2[C:35]1[CH:40]=[CH:39][N:38]=[C:37]([CH3:41])[CH:36]=1)=[O:2].CC(C)=[O:44].OS(O)(=O)=O.O=[Cr](=O)=O, predict the reaction product. The product is: [C:13]([NH:12][C:11]1[CH:10]=[C:9]2[C:5]([C:6]([C:35]3[CH:40]=[CH:39][N:38]=[C:37]([CH3:41])[CH:36]=3)=[N:7][N:8]2[C:16]([C:17]2[CH:18]=[CH:19][CH:20]=[CH:21][CH:22]=2)([C:29]2[CH:30]=[CH:31][CH:32]=[CH:33][CH:34]=2)[C:23]2[CH:28]=[CH:27][CH:26]=[CH:25][CH:24]=2)=[CH:4][C:3]=1[C:1]([OH:44])=[O:2])(=[O:15])[CH3:14]. (4) Given the reactants [CH2:1]([O:3][C:4](=[O:20])[CH2:5][N:6]=[C:7]([C:14]1[CH:19]=[CH:18][CH:17]=[CH:16][CH:15]=1)[C:8]1[CH:13]=[CH:12][CH:11]=[CH:10][CH:9]=1)[CH3:2].CC(C)([O-])C.[K+].[F:27][C:28]1([CH2:33]OS(C(F)(F)F)(=O)=O)[CH2:32][CH2:31][CH2:30][CH2:29]1.[Cl-].[NH4+], predict the reaction product. The product is: [CH2:1]([O:3][C:4](=[O:20])[CH:5]([N:6]=[C:7]([C:14]1[CH:19]=[CH:18][CH:17]=[CH:16][CH:15]=1)[C:8]1[CH:9]=[CH:10][CH:11]=[CH:12][CH:13]=1)[CH2:33][C:28]1([F:27])[CH2:32][CH2:31][CH2:30][CH2:29]1)[CH3:2].